This data is from Reaction yield outcomes from USPTO patents with 853,638 reactions. The task is: Predict the reaction yield, written as a fraction of the theoretical maximum amount of product (1.0 means a 100% yield; for example, 0.34 means a 34% yield). (1) The reactants are CS[C:3]1[NH:4][CH:5]=[CH:6][C:7](=[O:9])[N:8]=1.[Cl:10][C:11]1[CH:26]=[CH:25][C:14]([O:15][C:16]2[CH:21]=[CH:20][C:19]([CH2:22][CH2:23][NH2:24])=[CH:18][CH:17]=2)=[CH:13][C:12]=1[C:27]([F:30])([F:29])[F:28]. The catalyst is N1C=CC=CC=1. The product is [Cl:10][C:11]1[CH:26]=[CH:25][C:14]([O:15][C:16]2[CH:21]=[CH:20][C:19]([CH2:22][CH2:23][NH:24][C:3]3[NH:4][CH:5]=[CH:6][C:7](=[O:9])[N:8]=3)=[CH:18][CH:17]=2)=[CH:13][C:12]=1[C:27]([F:28])([F:29])[F:30]. The yield is 0.738. (2) The reactants are [Cl:1][C:2]1[CH:7]=[CH:6][CH:5]=[C:4](F)[N:3]=1.C(=O)([O-])[O-].[Cs+].[Cs+].[NH2:15][C:16]1[O:17][CH2:18][C@@:19]2([N:41]=1)[C:32]1[CH:31]=[C:30]([C:33]3[CH2:34][CH2:35][O:36][CH2:37][CH:38]=3)[CH:29]=[C:28]([F:39])[C:27]=1[O:26][C:25]1[C:20]2=[CH:21][C:22]([OH:40])=[CH:23][CH:24]=1. The catalyst is CN(C=O)C. The product is [Cl:1][C:2]1[N:3]=[C:4]([O:40][C:22]2[CH:21]=[C:20]3[C:25]([O:26][C:27]4[C:28]([F:39])=[CH:29][C:30]([C:33]5[CH2:34][CH2:35][O:36][CH2:37][CH:38]=5)=[CH:31][C:32]=4[C@@:19]43[CH2:18][O:17][C:16]([NH2:15])=[N:41]4)=[CH:24][CH:23]=2)[CH:5]=[CH:6][CH:7]=1. The yield is 0.337. (3) The reactants are C([Li])CCC.[CH3:6][C:7]1[N:8]([C:12]([C:25]2[CH:30]=[CH:29][CH:28]=[CH:27][CH:26]=2)([C:19]2[CH:24]=[CH:23][CH:22]=[CH:21][CH:20]=2)[C:13]2[CH:18]=[CH:17][CH:16]=[CH:15][CH:14]=2)[CH:9]=[CH:10][N:11]=1.[Cl:31][C:32]1[CH:39]=[CH:38][C:35]([CH:36]=[O:37])=[CH:34][CH:33]=1. The catalyst is C1COCC1. The product is [Cl:31][C:32]1[CH:39]=[CH:38][C:35]([CH:36]([OH:37])[CH2:6][C:7]2[N:8]([C:12]([C:13]3[CH:18]=[CH:17][CH:16]=[CH:15][CH:14]=3)([C:19]3[CH:20]=[CH:21][CH:22]=[CH:23][CH:24]=3)[C:25]3[CH:30]=[CH:29][CH:28]=[CH:27][CH:26]=3)[CH:9]=[CH:10][N:11]=2)=[CH:34][CH:33]=1. The yield is 0.631. (4) The reactants are [Br:1][C:2]1[CH:3]=[C:4]([CH:28]=[CH:29][CH:30]=1)[CH2:5][N:6]1[C:14]2[C:13](=[O:15])[N:12]([CH3:16])[C:11](=[O:17])[N:10]([CH3:18])[C:9]=2[N:8]=[C:7]1[S:19][C:20]([CH3:27])([CH3:26])[C:21](OCC)=[O:22].[BH4-].[Li+]. The catalyst is C1COCC1. The product is [Br:1][C:2]1[CH:3]=[C:4]([CH:28]=[CH:29][CH:30]=1)[CH2:5][N:6]1[C:14]2[C:13](=[O:15])[N:12]([CH3:16])[C:11](=[O:17])[N:10]([CH3:18])[C:9]=2[N:8]=[C:7]1[S:19][C:20]([CH3:26])([CH3:27])[CH2:21][OH:22]. The yield is 0.808.